Dataset: Catalyst prediction with 721,799 reactions and 888 catalyst types from USPTO. Task: Predict which catalyst facilitates the given reaction. (1) Reactant: [OH:1][C:2]1[CH:7]=[CH:6][C:5]([N:8]2[C:13](=[O:14])[C:12]([CH2:15][C:16]3[CH:21]=[CH:20][C:19]([C:22]4[C:23]([C:28]#[N:29])=[CH:24][CH:25]=[CH:26][CH:27]=4)=[CH:18][CH:17]=3)=[C:11]([CH2:30][CH2:31][CH3:32])[N:10]3[N:33]=[CH:34][CH:35]=[C:9]23)=[CH:4][CH:3]=1.Br[CH2:37][C:38]([O:40][CH2:41][CH3:42])=[O:39].C(=O)([O-])[O-].[Cs+].[Cs+].C(OCC)(=O)C. Product: [C:28]([C:23]1[CH:24]=[CH:25][CH:26]=[CH:27][C:22]=1[C:19]1[CH:20]=[CH:21][C:16]([CH2:15][C:12]2[C:13](=[O:14])[N:8]([C:5]3[CH:4]=[CH:3][C:2]([O:1][CH2:37][C:38]([O:40][CH2:41][CH3:42])=[O:39])=[CH:7][CH:6]=3)[C:9]3[N:10]([N:33]=[CH:34][CH:35]=3)[C:11]=2[CH2:30][CH2:31][CH3:32])=[CH:17][CH:18]=1)#[N:29]. The catalyst class is: 35. (2) Reactant: [O:1]=[C:2]1[CH2:11][CH2:10][C:9]2[CH:8]=[C:7]([C@H:12]3[CH2:21][CH2:20][C@@:14]4([NH:18][C:17](=[O:19])[O:16][CH2:15]4)[CH2:13]3)[CH:6]=[CH:5][C:4]=2[CH2:3]1.CN1C(=O)N(C)CCC1.[Li+].CC([N-]C(C)C)C.[F:39][C:40]([F:59])([F:58])[S:41](N(C1C=CC=CC=1)[S:41]([C:40]([F:59])([F:58])[F:39])(=[O:43])=[O:42])(=[O:43])=[O:42]. Product: [F:39][C:40]([F:59])([F:58])[S:41]([O:1][C:2]1[CH2:11][CH2:10][C:9]2[C:4](=[CH:5][CH:6]=[C:7]([C@H:12]3[CH2:21][CH2:20][C@@:14]4([NH:18][C:17](=[O:19])[O:16][CH2:15]4)[CH2:13]3)[CH:8]=2)[CH:3]=1)(=[O:43])=[O:42]. The catalyst class is: 1. (3) Reactant: [Cl:1][C:2]1[CH:3]=[C:4]([C@H:9]2[C:18]3[C:13](=[CH:14][CH:15]=[CH:16][CH:17]=3)[C:12]([NH:19][C:20](=[O:22])[CH3:21])=[CH:11][CH2:10]2)[CH:5]=[CH:6][C:7]=1[Cl:8]. Product: [Cl:1][C:2]1[CH:3]=[C:4]([C@H:9]2[C:18]3[C:13](=[CH:14][CH:15]=[CH:16][CH:17]=3)[C@H:12]([NH:19][C:20](=[O:22])[CH3:21])[CH2:11][CH2:10]2)[CH:5]=[CH:6][C:7]=1[Cl:8]. The catalyst class is: 32. (4) Reactant: [CH2:1]([C@H:8]1[NH:23][C:22](=[O:24])[C@@H:21]([CH3:25])[NH:20][C:19](=[O:26])[CH2:18][C@@H:17](/[CH:27]=[CH:28]/[CH2:29][CH2:30][S:31][C:32](C2C=CC=CC=2)([C:39]2C=CC=CC=2)C2C=CC=CC=2)[O:16][C:15](=[O:51])[CH2:14][NH:13][C:12](=[O:52])[C@@H:11]([CH:53]([CH3:55])[CH3:54])[NH:10][C:9]1=[O:56])[C:2]1[CH:7]=[CH:6][CH:5]=[CH:4][CH:3]=1.[SiH](CC)(CC)CC.C(O)(C(F)(F)F)=[O:65].C([C@H]1NC(=O)[C@@H](C)NC(=O)C[C@@H](/C=C/CCS)OC(=O)CNC(=O)[C@@H](C(C)C)NC1=O)C1C=CC=CC=1.CCN(C(C)C)C(C)C.C(Cl)(C)=O. Product: [CH2:1]([C@H:8]1[NH:23][C:22](=[O:24])[C@@H:21]([CH3:25])[NH:20][C:19](=[O:26])[CH2:18][C@@H:17](/[CH:27]=[CH:28]/[CH2:29][CH2:30][S:31][C:32](=[O:65])[CH3:39])[O:16][C:15](=[O:51])[CH2:14][NH:13][C:12](=[O:52])[C@@H:11]([CH:53]([CH3:54])[CH3:55])[NH:10][C:9]1=[O:56])[C:2]1[CH:3]=[CH:4][CH:5]=[CH:6][CH:7]=1. The catalyst class is: 2. (5) Reactant: [CH3:1][C:2]1[S:6][C:5]([NH2:7])=[N:4][N:3]=1.C([O:10][C:11](=[O:17])[CH2:12][C:13](=O)[CH2:14]Br)C. Product: [CH3:1][C:2]1[S:6][C:5]2=[N:7][C:13]([CH2:12][C:11]([OH:17])=[O:10])=[CH:14][N:4]2[N:3]=1. The catalyst class is: 5. (6) Reactant: [F:1][C:2]1[CH:22]=[CH:21][C:5]([CH2:6][N:7]2[C:11]3=[CH:12][N:13]=[C:14]([C:17](OC)=[O:18])[C:15]([OH:16])=[C:10]3[CH:9]=[CH:8]2)=[CH:4][CH:3]=1.[NH2:23][OH:24].[OH-].[Na+].Cl. The catalyst class is: 5. Product: [F:1][C:2]1[CH:22]=[CH:21][C:5]([CH2:6][N:7]2[C:11]3=[CH:12][N:13]=[C:14]([C:17]([NH:23][OH:24])=[O:18])[C:15]([OH:16])=[C:10]3[CH:9]=[CH:8]2)=[CH:4][CH:3]=1. (7) Reactant: [CH3:1][N:2]1[CH2:6][C:5](=[O:7])[NH:4][C:3]1=[O:8].[Br:9][C:10]1[CH:15]=[CH:14][C:13]([CH2:16]Br)=[CH:12][CH:11]=1.C(=O)([O-])[O-].[K+].[K+]. Product: [Br:9][C:10]1[CH:15]=[CH:14][C:13]([CH2:16][N:4]2[C:5](=[O:7])[CH2:6][N:2]([CH3:1])[C:3]2=[O:8])=[CH:12][CH:11]=1. The catalyst class is: 10. (8) Reactant: [C:1]([C:5]1[N:9]=[C:8]([CH:10]([OH:35])[CH:11]([NH:14][C:15]([CH:17]([NH:26][C:27]([N:29]2[CH2:34][CH2:33][O:32][CH2:31][CH2:30]2)=[O:28])[CH2:18][S:19]([CH2:22][CH:23]([CH3:25])[CH3:24])(=[O:21])=[O:20])=[O:16])[CH2:12][CH3:13])[O:7][N:6]=1)([CH3:4])([CH3:3])[CH3:2].CC(OI1(OC(C)=O)(OC(C)=O)OC(=O)C2C=CC=CC1=2)=O.C(=O)(O)[O-].[Na+].S([O-])([O-])(=O)=S.[Na+].[Na+]. Product: [C:1]([C:5]1[N:9]=[C:8]([C:10]([CH:11]([NH:14][C:15]([CH:17]([NH:26][C:27]([N:29]2[CH2:30][CH2:31][O:32][CH2:33][CH2:34]2)=[O:28])[CH2:18][S:19]([CH2:22][CH:23]([CH3:24])[CH3:25])(=[O:21])=[O:20])=[O:16])[CH2:12][CH3:13])=[O:35])[O:7][N:6]=1)([CH3:4])([CH3:2])[CH3:3]. The catalyst class is: 4. (9) Reactant: [C:1]1([CH:7]2[CH2:22][C:15]3([C:19](=[O:20])[NH:18][C:17](=O)[NH:16]3)[C:14]3[C:9](=[CH:10][CH:11]=[CH:12][CH:13]=3)[O:8]2)[CH:6]=[CH:5][CH:4]=[CH:3][CH:2]=1.COC1C=CC(P2(SP(C3C=CC(OC)=CC=3)(=S)S2)=[S:32])=CC=1. Product: [C:1]1([CH:7]2[CH2:22][C:15]3([C:19](=[O:20])[NH:18][C:17](=[S:32])[NH:16]3)[C:14]3[C:9](=[CH:10][CH:11]=[CH:12][CH:13]=3)[O:8]2)[CH:6]=[CH:5][CH:4]=[CH:3][CH:2]=1. The catalyst class is: 12. (10) Reactant: [CH2:1]([N:8]1[CH2:13][CH:12]=[C:11]([C:14]2[CH:19]=[CH:18][C:17]([F:20])=[CH:16][CH:15]=2)[CH:10]([CH2:21][OH:22])[CH2:9]1)[C:2]1[CH:7]=[CH:6][CH:5]=[CH:4][CH:3]=1.O. Product: [CH2:1]([N:8]1[CH2:13][CH2:12][CH:11]([C:14]2[CH:15]=[CH:16][C:17]([F:20])=[CH:18][CH:19]=2)[CH:10]([CH2:21][OH:22])[CH2:9]1)[C:2]1[CH:3]=[CH:4][CH:5]=[CH:6][CH:7]=1. The catalyst class is: 11.